This data is from Forward reaction prediction with 1.9M reactions from USPTO patents (1976-2016). The task is: Predict the product of the given reaction. Given the reactants COC[O:4][C:5]1[CH:10]=[CH:9][C:8]([CH:11]=[CH:12][C:13](=[O:15])[CH3:14])=[CH:7][C:6]=1[O:16][CH3:17], predict the reaction product. The product is: [OH:4][C:5]1[CH:10]=[CH:9][C:8]([CH:11]=[CH:12][C:13](=[O:15])[CH3:14])=[CH:7][C:6]=1[O:16][CH3:17].